Dataset: Catalyst prediction with 721,799 reactions and 888 catalyst types from USPTO. Task: Predict which catalyst facilitates the given reaction. (1) Reactant: [H-].[Na+].[Cl:3][C:4]1[N:12]=[C:11]2[C:7]([NH:8][C:9](=[O:19])[N:10]2[CH:13]2[CH2:18][CH2:17][CH2:16][CH2:15][CH2:14]2)=[CH:6][N:5]=1.Cl[CH2:21][C:22]([N:24]([CH3:26])[CH3:25])=[O:23]. Product: [Cl:3][C:4]1[N:12]=[C:11]2[C:7]([N:8]([CH2:21][C:22]([N:24]([CH3:26])[CH3:25])=[O:23])[C:9](=[O:19])[N:10]2[CH:13]2[CH2:18][CH2:17][CH2:16][CH2:15][CH2:14]2)=[CH:6][N:5]=1. The catalyst class is: 3. (2) Reactant: Cl.Cl[C:3]1[N:8]2[N:9]=[C:10]([CH:12]3[CH2:17][CH2:16][N:15]([CH:18]([CH3:20])[CH3:19])[CH2:14][CH2:13]3)[N:11]=[C:7]2[CH:6]=[C:5]([C:21]2[CH:26]=[CH:25][C:24]([F:27])=[CH:23][C:22]=2[Cl:28])[N:4]=1.Cl.[NH2:30][C:31]1[C:36]([C:37](=[O:42])[C:38]([F:41])([F:40])[F:39])=[CH:35][CH:34]=[C:33]([NH:43][CH2:44][CH2:45][NH2:46])[N:32]=1.C(N(CC)C(C)C)(C)C. Product: [NH2:30][C:31]1[C:36]([C:37](=[O:42])[C:38]([F:39])([F:41])[F:40])=[CH:35][CH:34]=[C:33]([NH:43][CH2:44][CH2:45][NH:46][C:3]2[N:8]3[N:9]=[C:10]([CH:12]4[CH2:17][CH2:16][N:15]([CH:18]([CH3:20])[CH3:19])[CH2:14][CH2:13]4)[N:11]=[C:7]3[CH:6]=[C:5]([C:21]3[CH:26]=[CH:25][C:24]([F:27])=[CH:23][C:22]=3[Cl:28])[N:4]=2)[N:32]=1. The catalyst class is: 16. (3) Reactant: [Cr](Cl)([O-])(=O)=O.[NH+]1C=CC=CC=1.[F:12][CH:13]([F:22])[C:14]1[CH:19]=[CH:18][C:17]([CH2:20][OH:21])=[CH:16][CH:15]=1. Product: [F:12][CH:13]([F:22])[C:14]1[CH:15]=[CH:16][C:17]([CH:20]=[O:21])=[CH:18][CH:19]=1. The catalyst class is: 2.